Dataset: Full USPTO retrosynthesis dataset with 1.9M reactions from patents (1976-2016). Task: Predict the reactants needed to synthesize the given product. (1) Given the product [CH3:28][O:27][C:25]([CH:24]1[CH2:23][C:22](=[O:29])[N:21]([C:2]2[CH:3]=[N:4][N:5]3[CH2:10][C@H:9]([CH3:11])[N:8]([C:12]([O:14][C:15]([CH3:18])([CH3:17])[CH3:16])=[O:13])[CH2:7][C:6]=23)[CH:20]1[CH3:19])=[O:26], predict the reactants needed to synthesize it. The reactants are: I[C:2]1[CH:3]=[N:4][N:5]2[CH2:10][C@H:9]([CH3:11])[N:8]([C:12]([O:14][C:15]([CH3:18])([CH3:17])[CH3:16])=[O:13])[CH2:7][C:6]=12.[CH3:19][CH:20]1[CH:24]([C:25]([O:27][CH3:28])=[O:26])[CH2:23][C:22](=[O:29])[NH:21]1.CN[C@@H]1CCCC[C@H]1NC.[O-]P([O-])([O-])=O.[K+].[K+].[K+]. (2) Given the product [N:11]1[C:12]2[C:17](=[CH:16][CH:15]=[C:14]3[CH:28]=[CH:29][CH:30]=[CH:31][C:13]3=2)[C:18](=[O:19])[NH:9][CH:10]=1.[OH:2][C@H:3]1[CH2:8][CH2:7][CH2:6][CH2:5][C@@H:4]1[N:9]1[C:18](=[O:19])[C:17]2[C:12](=[C:13]3[CH:31]=[CH:30][CH:29]=[CH:28][C:14]3=[C:15]([CH2:20][C:21]3[CH:22]=[N+:23]([O-:44])[C:24]([CH3:27])=[CH:25][CH:26]=3)[CH:16]=2)[N:11]=[CH:10]1, predict the reactants needed to synthesize it. The reactants are: Cl.[OH:2][C@H:3]1[CH2:8][CH2:7][CH2:6][CH2:5][C@@H:4]1[N:9]1[C:18](=[O:19])[C:17]2[C:12](=[C:13]3[CH:31]=[CH:30][CH:29]=[CH:28][C:14]3=[C:15]([CH2:20][C:21]3[CH:22]=[N:23][C:24]([CH3:27])=[CH:25][CH:26]=3)[CH:16]=2)[N:11]=[CH:10]1.C(N(CC)CC)C.ClC1C=C(C=CC=1)C(OO)=[O:44].